From a dataset of Forward reaction prediction with 1.9M reactions from USPTO patents (1976-2016). Predict the product of the given reaction. (1) Given the reactants F[C:2]1[N:7]=[C:6]([N:8]([CH3:21])[C:9]2[CH:14]=[CH:13][N:12]=[C:11]([C:15]3[CH:20]=[CH:19][CH:18]=[CH:17][CH:16]=3)[N:10]=2)[CH:5]=[CH:4][N:3]=1.[N:22]1[CH:27]=[CH:26][CH:25]=[C:24]([CH2:28][CH2:29][NH2:30])[CH:23]=1, predict the reaction product. The product is: [CH3:21][N:8]([C:9]1[CH:14]=[CH:13][N:12]=[C:11]([C:15]2[CH:20]=[CH:19][CH:18]=[CH:17][CH:16]=2)[N:10]=1)[C:6]1[CH:5]=[CH:4][N:3]=[C:2]([NH:30][CH2:29][CH2:28][C:24]2[CH:23]=[N:22][CH:27]=[CH:26][CH:25]=2)[N:7]=1. (2) Given the reactants [H-].[Al+3].[Li+].[H-].[H-].[H-].[Cl-].[Al+3].[Cl-].[Cl-].[Br:11][C:12]1[C:13]([CH3:25])=[CH:14][C:15]2[O:19][C:18]([CH3:21])([CH3:20])[C:17](=O)[C:16]=2[C:23]=1[CH3:24].[OH-].[Na+], predict the reaction product. The product is: [Br:11][C:12]1[C:13]([CH3:25])=[CH:14][C:15]2[O:19][C:18]([CH3:20])([CH3:21])[CH2:17][C:16]=2[C:23]=1[CH3:24].